The task is: Predict the reactants needed to synthesize the given product.. This data is from Full USPTO retrosynthesis dataset with 1.9M reactions from patents (1976-2016). (1) The reactants are: [F:1][C:2]1[CH:7]=[CH:6][C:5]([O:8][C:9](=[O:33])[N:10]([C@@H:12]2[C@@H:16]([C:17]3[CH:22]=[CH:21][C:20]([Cl:23])=[C:19]([Cl:24])[CH:18]=3)[CH2:15][N:14]([C:25]([CH:27]3[CH2:32][CH2:31][NH:30][CH2:29][CH2:28]3)=[O:26])[CH2:13]2)[CH3:11])=[CH:4][CH:3]=1.[O:34]1[CH2:39][CH2:38][CH:37](N2CCC(C(O)=O)CC2)[CH2:36][CH2:35]1. Given the product [F:1][C:2]1[CH:7]=[CH:6][C:5]([O:8][C:9](=[O:33])[N:10]([C@@H:12]2[C@@H:16]([C:17]3[CH:22]=[CH:21][C:20]([Cl:23])=[C:19]([Cl:24])[CH:18]=3)[CH2:15][N:14]([C:25]([CH:27]3[CH2:32][CH2:31][N:30]([CH:37]4[CH2:38][CH2:39][O:34][CH2:35][CH2:36]4)[CH2:29][CH2:28]3)=[O:26])[CH2:13]2)[CH3:11])=[CH:4][CH:3]=1, predict the reactants needed to synthesize it. (2) Given the product [OH:1][CH:2]([C:5]1[CH:10]=[CH:9][CH:8]=[CH:7][C:6]=1[N:11]1[CH2:16][CH2:15][O:14][C:13]2[CH:17]=[C:18]([S:21]([NH:24][C:25]3[S:26][CH:27]=[CH:28][N:29]=3)(=[O:22])=[O:23])[CH:19]=[CH:20][C:12]1=2)[CH2:3][OH:4], predict the reactants needed to synthesize it. The reactants are: [OH:1][CH:2]([C:5]1[CH:10]=[CH:9][CH:8]=[CH:7][C:6]=1[N:11]1[CH2:16][CH2:15][O:14][C:13]2[CH:17]=[C:18]([S:21]([N:24](CC3C=CC(OC)=CC=3)[C:25]3[S:26][CH:27]=[CH:28][N:29]=3)(=[O:23])=[O:22])[CH:19]=[CH:20][C:12]1=2)[CH2:3][OH:4].C(O)(C(F)(F)F)=O. (3) The reactants are: [F:1][C:2]1[CH:7]=[CH:6][C:5]([N:8]2[C:12]([C:13]([O:15][CH2:16][CH3:17])=[O:14])=[CH:11][N:10]=[C:9]2[CH2:18]O)=[CH:4][CH:3]=1.C(N(CC)CC)C.CS(Cl)(=O)=O.[Cl:32][C:33]1[CH:38]=[CH:37][CH:36]=[C:35]([Cl:39])[C:34]=1[SH:40].C(=O)([O-])[O-].[Cs+].[Cs+]. Given the product [Cl:32][C:33]1[CH:38]=[CH:37][CH:36]=[C:35]([Cl:39])[C:34]=1[S:40][CH2:18][C:9]1[N:8]([C:5]2[CH:6]=[CH:7][C:2]([F:1])=[CH:3][CH:4]=2)[C:12]([C:13]([O:15][CH2:16][CH3:17])=[O:14])=[CH:11][N:10]=1, predict the reactants needed to synthesize it. (4) Given the product [CH:1]1([C:7]2[C:8]([C:24]([OH:26])=[O:25])=[C:9]([NH:12][C:13]([NH:15][C:16]3[CH:21]=[CH:20][C:19]([F:22])=[C:18]([F:23])[CH:17]=3)=[O:14])[S:10][CH:11]=2)[CH2:2][CH2:3][CH2:4][CH2:5][CH2:6]1, predict the reactants needed to synthesize it. The reactants are: [CH:1]1([C:7]2[C:8]([C:24]([O:26]CC)=[O:25])=[C:9]([NH:12][C:13]([NH:15][C:16]3[CH:21]=[CH:20][C:19]([F:22])=[C:18]([F:23])[CH:17]=3)=[O:14])[S:10][CH:11]=2)[CH2:6][CH2:5][CH2:4][CH2:3][CH2:2]1.[OH-].[Na+]. (5) Given the product [O:4]=[C:3]([CH2:5][CH3:6])[CH2:1][CH2:2][C:13]1([C:7]2[CH:12]=[CH:11][CH:10]=[CH:9][CH:8]=2)[C:18](=[O:19])[CH2:17][CH2:16][CH2:15][C:14]1=[O:20], predict the reactants needed to synthesize it. The reactants are: [CH:1]([C:3]([CH2:5][CH3:6])=[O:4])=[CH2:2].[C:7]1([CH:13]2[C:18](=[O:19])[CH2:17][CH2:16][CH2:15][C:14]2=[O:20])[CH:12]=[CH:11][CH:10]=[CH:9][CH:8]=1.C(N(CC)CC)C. (6) Given the product [C:1]([O:5][C:6]([N:8]1[CH2:13][CH2:12][CH2:11][CH:10]([C:14](=[O:15])[NH:39][CH2:38][C:24]2([CH2:16][CH2:17][C:18]3[CH:23]=[CH:22][CH:21]=[CH:20][CH:19]=3)[C:37]3[CH:36]=[CH:35][CH:34]=[CH:33][C:32]=3[O:31][C:30]3[C:25]2=[CH:26][CH:27]=[CH:28][CH:29]=3)[CH2:9]1)=[O:7])([CH3:4])([CH3:3])[CH3:2], predict the reactants needed to synthesize it. The reactants are: [C:1]([O:5][C:6]([N:8]1[CH2:13][CH2:12][CH2:11][CH:10]([CH:14]=[O:15])[CH2:9]1)=[O:7])([CH3:4])([CH3:3])[CH3:2].[CH2:16]([C:24]1([CH2:38][NH2:39])[C:37]2[CH:36]=[CH:35][CH:34]=[CH:33][C:32]=2[O:31][C:30]2[C:25]1=[CH:26][CH:27]=[CH:28][CH:29]=2)[CH2:17][C:18]1[CH:23]=[CH:22][CH:21]=[CH:20][CH:19]=1.C(O[BH-](OC(=O)C)OC(=O)C)(=O)C.[Na+]. (7) Given the product [F:14][C:11]1[CH:12]=[CH:13][C:8]([C:7]2[C:2]3[NH:1][C:33](=[O:35])[N:19]([CH2:20][C:21]([OH:24])([CH3:22])[CH3:23])[C:3]=3[CH:4]=[C:5]([C:15]([O:17][CH3:18])=[O:16])[CH:6]=2)=[CH:9][CH:10]=1, predict the reactants needed to synthesize it. The reactants are: [NH2:1][C:2]1[C:7]([C:8]2[CH:13]=[CH:12][C:11]([F:14])=[CH:10][CH:9]=2)=[CH:6][C:5]([C:15]([O:17][CH3:18])=[O:16])=[CH:4][C:3]=1[NH:19][CH2:20][C:21]([OH:24])([CH3:23])[CH3:22].C(N(CC)CC)C.Cl[C:33](Cl)([O:35]C(=O)OC(Cl)(Cl)Cl)Cl.